This data is from Full USPTO retrosynthesis dataset with 1.9M reactions from patents (1976-2016). The task is: Predict the reactants needed to synthesize the given product. Given the product [CH3:1][O:2][C:3](=[O:14])[C:4]1[CH:9]=[C:8]([I:15])[C:7]([CH:10]([F:12])[F:11])=[CH:6][C:5]=1[NH2:13], predict the reactants needed to synthesize it. The reactants are: [CH3:1][O:2][C:3](=[O:14])[C:4]1[CH:9]=[CH:8][C:7]([CH:10]([F:12])[F:11])=[CH:6][C:5]=1[NH2:13].[I:15]I.